Task: Regression. Given two drug SMILES strings and cell line genomic features, predict the synergy score measuring deviation from expected non-interaction effect.. Dataset: NCI-60 drug combinations with 297,098 pairs across 59 cell lines (1) Drug 1: CS(=O)(=O)OCCCCOS(=O)(=O)C. Drug 2: C(CCl)NC(=O)N(CCCl)N=O. Cell line: SF-295. Synergy scores: CSS=9.55, Synergy_ZIP=2.01, Synergy_Bliss=4.24, Synergy_Loewe=0.815, Synergy_HSA=0.873. (2) Drug 1: CN1C(=O)N2C=NC(=C2N=N1)C(=O)N. Drug 2: CS(=O)(=O)CCNCC1=CC=C(O1)C2=CC3=C(C=C2)N=CN=C3NC4=CC(=C(C=C4)OCC5=CC(=CC=C5)F)Cl. Cell line: CCRF-CEM. Synergy scores: CSS=-14.3, Synergy_ZIP=6.12, Synergy_Bliss=-4.06, Synergy_Loewe=-18.5, Synergy_HSA=-16.1. (3) Drug 1: C1=NC(=NC(=O)N1C2C(C(C(O2)CO)O)O)N. Drug 2: COC1=C2C(=CC3=C1OC=C3)C=CC(=O)O2. Cell line: ACHN. Synergy scores: CSS=21.2, Synergy_ZIP=-9.68, Synergy_Bliss=0.110, Synergy_Loewe=-22.1, Synergy_HSA=-1.48. (4) Drug 1: C1=NC2=C(N1)C(=S)N=C(N2)N. Drug 2: C1CNP(=O)(OC1)N(CCCl)CCCl. Cell line: SW-620. Synergy scores: CSS=10.7, Synergy_ZIP=-4.58, Synergy_Bliss=-3.97, Synergy_Loewe=-17.1, Synergy_HSA=-3.41. (5) Drug 1: CC1=CC2C(CCC3(C2CCC3(C(=O)C)OC(=O)C)C)C4(C1=CC(=O)CC4)C. Drug 2: CC1=C(C(=CC=C1)Cl)NC(=O)C2=CN=C(S2)NC3=CC(=NC(=N3)C)N4CCN(CC4)CCO. Cell line: RXF 393. Synergy scores: CSS=16.4, Synergy_ZIP=-3.44, Synergy_Bliss=2.41, Synergy_Loewe=-24.6, Synergy_HSA=-1.05.